This data is from Reaction yield outcomes from USPTO patents with 853,638 reactions. The task is: Predict the reaction yield, written as a fraction of the theoretical maximum amount of product (1.0 means a 100% yield; for example, 0.34 means a 34% yield). (1) The reactants are [Si:1]([O:8][C:9]1[CH:13]=[C:12]([C:14]([F:17])([F:16])[F:15])[S:11][C:10]=1[CH2:18]O)([C:4]([CH3:7])([CH3:6])[CH3:5])([CH3:3])[CH3:2].C(N(CC)CC)C.S(Cl)([Cl:29])=O. The catalyst is ClCCl. The product is [C:4]([Si:1]([O:8][C:9]1[CH:13]=[C:12]([C:14]([F:17])([F:16])[F:15])[S:11][C:10]=1[CH2:18][Cl:29])([CH3:3])[CH3:2])([CH3:7])([CH3:6])[CH3:5]. The yield is 0.700. (2) The yield is 0.910. The catalyst is CCO. The reactants are [OH:1][C:2]1[C:3]([NH2:8])=[N:4][CH:5]=[CH:6][CH:7]=1.[OH-].[K+].[C:11](=S)=[S:12]. The product is [O:1]1[C:2]2[C:3](=[N:4][CH:5]=[CH:6][CH:7]=2)[NH:8][C:11]1=[S:12]. (3) The catalyst is C1COCC1.CN(C1C=CN=CC=1)C. The reactants are [CH3:1][O:2][C:3]1[CH:4]=[C:5]2[C:10](=[CH:11][C:12]=1[O:13][CH3:14])[N:9]=[CH:8][N:7]=[C:6]2[S:15][C:16]1[CH:17]=[C:18]([CH:20]=[CH:21][CH:22]=1)[NH2:19].[C:23]([C:25]([C:28]1[CH:29]=[C:30]([NH:34][C:35](=O)[O:36]C2C=CC=CC=2)[CH:31]=[CH:32][CH:33]=1)([CH3:27])[CH3:26])#[N:24]. The yield is 0.430. The product is [C:23]([C:25]([C:28]1[CH:29]=[C:30]([NH:34][C:35]([NH:19][C:18]2[CH:20]=[CH:21][CH:22]=[C:16]([S:15][C:6]3[C:5]4[C:10](=[CH:11][C:12]([O:13][CH3:14])=[C:3]([O:2][CH3:1])[CH:4]=4)[N:9]=[CH:8][N:7]=3)[CH:17]=2)=[O:36])[CH:31]=[CH:32][CH:33]=1)([CH3:27])[CH3:26])#[N:24].